This data is from Forward reaction prediction with 1.9M reactions from USPTO patents (1976-2016). The task is: Predict the product of the given reaction. (1) Given the reactants [Cl:1][C:2]1[C:3]([O:30][C:31]2[CH:36]=[CH:35][N:34]=[C:33](Cl)[N:32]=2)=[C:4]([CH:26]=[C:27]([F:29])[CH:28]=1)[CH2:5][NH:6][C:7]([NH:9][C:10]1[N:14]([C:15]2[CH:20]=[CH:19][C:18]([CH3:21])=[CH:17][CH:16]=2)[N:13]=[C:12]([C:22]([CH3:25])([CH3:24])[CH3:23])[CH:11]=1)=[O:8].[NH:38]1[CH2:43][CH2:42][O:41][CH2:40][CH2:39]1, predict the reaction product. The product is: [Cl:1][C:2]1[C:3]([O:30][C:31]2[CH:36]=[CH:35][N:34]=[C:33]([N:38]3[CH2:43][CH2:42][O:41][CH2:40][CH2:39]3)[N:32]=2)=[C:4]([CH:26]=[C:27]([F:29])[CH:28]=1)[CH2:5][NH:6][C:7]([NH:9][C:10]1[N:14]([C:15]2[CH:16]=[CH:17][C:18]([CH3:21])=[CH:19][CH:20]=2)[N:13]=[C:12]([C:22]([CH3:25])([CH3:24])[CH3:23])[CH:11]=1)=[O:8]. (2) Given the reactants [BH4-].[Na+].[F:3][C:4]([F:22])([F:21])[O:5][C:6]1[CH:7]=[C:8]([CH:18]=[CH:19][CH:20]=1)[O:9][C:10]1[CH:17]=[CH:16][CH:15]=[CH:14][C:11]=1[CH:12]=[O:13].S([O-])(O)(=O)=O.[Na+].[H][H], predict the reaction product. The product is: [F:3][C:4]([F:21])([F:22])[O:5][C:6]1[CH:7]=[C:8]([CH:18]=[CH:19][CH:20]=1)[O:9][C:10]1[CH:17]=[CH:16][CH:15]=[CH:14][C:11]=1[CH2:12][OH:13]. (3) Given the reactants Cl[CH2:2][CH:3]1[CH2:7][O:6][C:5](=[O:8])[O:4]1.[O-:9][CH2:10][CH3:11].[Na+], predict the reaction product. The product is: [C:5](=[O:8])([O:6][CH2:7][CH:3]1[O:4][CH2:2]1)[O:9][CH2:10][CH3:11]. (4) Given the reactants [Br:1][C:2]1[CH:3]=[CH:4][C:5]2[C:9]([CH:10]=1)=[N:8][N:7]([C:11]1[CH:16]=[CH:15][C:14]([F:17])=[CH:13][CH:12]=1)[C:6]=2[C:18]#[N:19].[OH-:20].[Na+], predict the reaction product. The product is: [Br:1][C:2]1[CH:3]=[CH:4][C:5]2[C:9]([CH:10]=1)=[N:8][N:7]([C:11]1[CH:12]=[CH:13][C:14]([F:17])=[CH:15][CH:16]=1)[C:6]=2[C:18]([NH2:19])=[O:20]. (5) Given the reactants [C:1]([O:5][C:6]([NH:8][CH:9]([CH2:13][C:14]1[C:22]2[C:17](=[CH:18][CH:19]=[C:20]([OH:23])[CH:21]=2)[NH:16][CH:15]=1)[C:10]([OH:12])=[O:11])=[O:7])([CH3:4])([CH3:3])[CH3:2].C(=O)(O)[O-].[Na+].C(=O)([O-])[O-].[K+].[K+].Cl[C:36]1(C#N)[CH:41]=[CH:40][CH:39]=[CH:38][NH:37]1.Cl.[CH3:45][N:46](C)C=O, predict the reaction product. The product is: [C:1]([O:5][C:6]([NH:8][CH:9]([CH2:13][C:14]1[C:22]2[C:17](=[CH:18][CH:19]=[C:20]([O:23][C:38]3[C:39]([C:45]#[N:46])=[CH:40][CH:41]=[CH:36][N:37]=3)[CH:21]=2)[NH:16][CH:15]=1)[C:10]([OH:12])=[O:11])=[O:7])([CH3:4])([CH3:2])[CH3:3]. (6) Given the reactants [N:1]1[CH:6]=[CH:5][CH:4]=[CH:3][C:2]=1[CH2:7][O:8][C:9]1[CH:10]=[C:11]2[C:15](=[CH:16][CH:17]=1)[N:14]([CH2:18][C:19]1[CH:24]=[CH:23][C:22]([C:25]3[CH:26]=[CH:27][C:28]([O:31][CH3:32])=[N:29][CH:30]=3)=[CH:21][CH:20]=1)[C:13]([CH2:33][C:34]([CH3:39])([CH3:38])[C:35]([OH:37])=[O:36])=[C:12]2[S:40][C:41]([CH3:44])([CH3:43])[CH3:42].[OH-].[Na+:46], predict the reaction product. The product is: [N:1]1[CH:6]=[CH:5][CH:4]=[CH:3][C:2]=1[CH2:7][O:8][C:9]1[CH:10]=[C:11]2[C:15](=[CH:16][CH:17]=1)[N:14]([CH2:18][C:19]1[CH:20]=[CH:21][C:22]([C:25]3[CH:26]=[CH:27][C:28]([O:31][CH3:32])=[N:29][CH:30]=3)=[CH:23][CH:24]=1)[C:13]([CH2:33][C:34]([CH3:39])([CH3:38])[C:35]([O-:37])=[O:36])=[C:12]2[S:40][C:41]([CH3:44])([CH3:43])[CH3:42].[Na+:46]. (7) Given the reactants C(OC([N:8]1[CH2:12][CH2:11][C@H:10]([C@H:13]([OH:18])[CH2:14][CH2:15][CH2:16][CH3:17])[CH2:9]1)=O)(C)(C)C.CN(C=O)C.[H-].[Na+].[F:26][C:27]1[CH:32]=[C:31]([F:33])[C:30]([F:34])=[CH:29][C:28]=1F.Cl.CCO, predict the reaction product. The product is: [F:26][C:27]1[CH:32]=[C:31]([F:33])[C:30]([F:34])=[CH:29][C:28]=1[O:18][C@@H:13]([C@H:10]1[CH2:11][CH2:12][NH:8][CH2:9]1)[CH2:14][CH2:15][CH2:16][CH3:17].